Dataset: Reaction yield outcomes from USPTO patents with 853,638 reactions. Task: Predict the reaction yield, written as a fraction of the theoretical maximum amount of product (1.0 means a 100% yield; for example, 0.34 means a 34% yield). (1) The reactants are [C:1]([O:5][C:6](=[O:52])[C@@H:7]([NH:31][C:32](=[O:51])[NH:33][C@@H:34]([CH2:42][CH2:43][C:44]([O:46][C:47]([CH3:50])([CH3:49])[CH3:48])=[O:45])[C:35]([O:37][C:38]([CH3:41])([CH3:40])[CH3:39])=[O:36])[CH2:8][CH2:9][CH2:10][CH2:11][NH:12][C:13](=[O:30])[CH2:14][CH2:15][CH2:16][CH2:17][CH2:18][CH2:19][C:20](ON1C(=O)CCC1=O)=[O:21])([CH3:4])([CH3:3])[CH3:2].[NH2:53][C@@H:54]([CH2:58][CH2:59][CH2:60][CH2:61][N:62]([CH2:77][C:78]1[N:79]([CH2:83][C:84]([O:86][C:87]([CH3:90])([CH3:89])[CH3:88])=[O:85])[CH:80]=[CH:81][N:82]=1)[CH2:63][C:64]1[N:65]([CH2:69][C:70](=[O:76])[O:71][C:72]([CH3:75])([CH3:74])[CH3:73])[CH:66]=[CH:67][N:68]=1)[C:55]([OH:57])=[O:56].CCN(C(C)C)C(C)C. The catalyst is CN(C=O)C. The product is [C:72]([O:71][C:70](=[O:76])[CH2:69][N:65]1[CH:66]=[CH:67][N:68]=[C:64]1[CH2:63][N:62]([CH2:77][C:78]1[N:79]([CH2:83][C:84](=[O:85])[O:86][C:87]([CH3:90])([CH3:89])[CH3:88])[CH:80]=[CH:81][N:82]=1)[CH2:61][CH2:60][CH2:59][CH2:58][C@@H:54]([C:55]([OH:57])=[O:56])[NH:53][C:20](=[O:21])[CH2:19][CH2:18][CH2:17][CH2:16][CH2:15][CH2:14][C:13](=[O:30])[NH:12][CH2:11][CH2:10][CH2:9][CH2:8][C@@H:7]([C:6]([O:5][C:1]([CH3:4])([CH3:3])[CH3:2])=[O:52])[NH:31][C:32](=[O:51])[NH:33][C@H:34]([C:35]([O:37][C:38]([CH3:39])([CH3:40])[CH3:41])=[O:36])[CH2:42][CH2:43][C:44](=[O:45])[O:46][C:47]([CH3:49])([CH3:50])[CH3:48])([CH3:73])([CH3:75])[CH3:74]. The yield is 0.210. (2) The reactants are [Cl:1][C:2]1[CH:10]=[C:9]2[C:5]([CH:6]=[CH:7][NH:8]2)=[CH:4][C:3]=1B1OCC(C)(C)CO1.[C:19](=O)([O-])[O-:20].[K+].[K+].Br[C:26]1[CH:31]=[CH:30][C:29]([CH:32]2[CH2:36][CH2:35][CH2:34][N:33]2[C:37]([O:39][C:40]([CH3:43])([CH3:42])[CH3:41])=[O:38])=[CH:28][CH:27]=1. The catalyst is C1C=CC(P(C2C=CC=CC=2)[C-]2C=CC=C2)=CC=1.C1C=CC(P(C2C=CC=CC=2)[C-]2C=CC=C2)=CC=1.Cl[Pd]Cl.[Fe+2].O1CCOCC1.CN(C)C=O. The product is [Cl:1][C:2]1[CH:10]=[C:9]2[C:5]([C:6]([CH:19]=[O:20])=[CH:7][NH:8]2)=[CH:4][C:3]=1[C:26]1[CH:31]=[CH:30][C:29]([CH:32]2[CH2:36][CH2:35][CH2:34][N:33]2[C:37]([O:39][C:40]([CH3:43])([CH3:42])[CH3:41])=[O:38])=[CH:28][CH:27]=1. The yield is 0.722. (3) The reactants are Cl[C:2]1[N:3]([C:13]2[CH:18]=[CH:17][CH:16]=[CH:15][CH:14]=2)[C:4]2[C:9]([C:10]=1[CH:11]=[O:12])=[CH:8][CH:7]=[CH:6][CH:5]=2.C(O[C:24]([N:26]1[CH2:31][CH2:30][CH:29]([NH:32]C)[CH2:28][CH2:27]1)=O)(C)(C)C. No catalyst specified. The product is [CH3:24][N:26]1[CH2:31][CH2:30][CH:29]([NH:32][C:2]2[N:3]([C:13]3[CH:18]=[CH:17][CH:16]=[CH:15][CH:14]=3)[C:4]3[C:9]([C:10]=2[CH:11]=[O:12])=[CH:8][CH:7]=[CH:6][CH:5]=3)[CH2:28][CH2:27]1. The yield is 0.180. (4) The reactants are Cl[C:2]1[C:11]([CH3:12])=[CH:10][C:9]2[C:4](=[CH:5][CH:6]=[C:7]([O:13][CH3:14])[CH:8]=2)[N:3]=1.[NH:15]1[C:19]([C:20]2[CH:25]=[CH:24][C:23](B(O)O)=[CH:22][CH:21]=2)=[N:18][N:17]=[N:16]1.C([O-])([O-])=O.[K+].[K+].COCCOCCO.Cl. The catalyst is [OH-].[Na+].C1C=CC(P(C2C=CC=CC=2)[C-]2C=CC=C2)=CC=1.C1C=CC(P(C2C=CC=CC=2)[C-]2C=CC=C2)=CC=1.Cl[Pd]Cl.[Fe+2].O. The product is [NH:18]1[C:19]([C:20]2[CH:25]=[CH:24][C:23]([C:2]3[C:11]([CH3:12])=[CH:10][C:9]4[C:4](=[CH:5][CH:6]=[C:7]([O:13][CH3:14])[CH:8]=4)[N:3]=3)=[CH:22][CH:21]=2)=[N:15][N:16]=[N:17]1. The yield is 0.840. (5) The reactants are [OH:1][CH:2]([CH3:6])[C:3](O)=[O:4].[Cl:7][C:8]1[CH:9]=[C:10]([NH:22][C:23]2[C:32]3[C:27](=[CH:28][CH:29]=[CH:30][C:31]=3[O:33][CH2:34][CH2:35][NH:36][CH3:37])[N:26]=[CH:25][N:24]=2)[CH:11]=[CH:12][C:13]=1[O:14][CH2:15][C:16]1[CH:21]=[CH:20][CH:19]=[CH:18][N:17]=1. No catalyst specified. The product is [Cl:7][C:8]1[CH:9]=[C:10]([NH:22][C:23]2[C:32]3[C:27](=[CH:28][CH:29]=[CH:30][C:31]=3[O:33][CH2:34][CH2:35][N:36]([CH3:37])[C:3](=[O:4])[CH:2]([OH:1])[CH3:6])[N:26]=[CH:25][N:24]=2)[CH:11]=[CH:12][C:13]=1[O:14][CH2:15][C:16]1[CH:21]=[CH:20][CH:19]=[CH:18][N:17]=1. The yield is 0.560. (6) The reactants are [CH3:1][Mg]Br.[OH:4][C@H:5]1[CH2:15][C@@:14]2([CH3:17])[O:16][C@@:6]31[C@@H:18]1[C@@H:10]([N:11]([C:20]4[CH:27]=[CH:26][C:23]([C:24]#[N:25])=[C:22]([C:28]([F:31])([F:30])[F:29])[CH:21]=4)[C:12](=[O:19])[C@H:13]21)[O:9][CH2:8][CH2:7]3. The catalyst is C1COCC1. The product is [OH:4][C@:5]1([CH3:1])[CH2:15][C@@:14]2([CH3:17])[O:16][C@@:6]31[C@@H:18]1[C@@H:10]([N:11]([C:20]4[CH:27]=[CH:26][C:23]([C:24]#[N:25])=[C:22]([C:28]([F:29])([F:30])[F:31])[CH:21]=4)[C:12](=[O:19])[C@H:13]21)[O:9][CH2:8][CH2:7]3. The yield is 0.220. (7) The reactants are Cl[CH2:2][CH2:3][O:4][C:5]1[C:13]2[C:8](=[N:9][CH:10]=[N:11][C:12]=2[NH:14][C:15]2[CH:20]=[CH:19][C:18]([O:21][C:22]3[CH:23]=[N:24][C:25]([CH3:28])=[CH:26][CH:27]=3)=[C:17]([Cl:29])[CH:16]=2)[NH:7][N:6]=1.[CH3:30][N:31]1[CH2:36][CH2:35][NH:34][CH2:33][CH2:32]1. No catalyst specified. The product is [Cl:29][C:17]1[CH:16]=[C:15]([NH:14][C:12]2[N:11]=[CH:10][N:9]=[C:8]3[NH:7][N:6]=[C:5]([O:4][CH2:3][CH2:2][N:34]4[CH2:35][CH2:36][N:31]([CH3:30])[CH2:32][CH2:33]4)[C:13]=23)[CH:20]=[CH:19][C:18]=1[O:21][C:22]1[CH:23]=[N:24][C:25]([CH3:28])=[CH:26][CH:27]=1. The yield is 0.420.